From a dataset of Reaction yield outcomes from USPTO patents with 853,638 reactions. Predict the reaction yield, written as a fraction of the theoretical maximum amount of product (1.0 means a 100% yield; for example, 0.34 means a 34% yield). (1) The reactants are Br[C:2]1[CH:3]=[C:4]([NH:8][CH3:9])[CH:5]=[CH:6][CH:7]=1.[CH:10]([C:12]1[CH:17]=[CH:16][C:15](B(O)O)=[CH:14][CH:13]=1)=[O:11]. No catalyst specified. The product is [CH3:9][NH:8][C:4]1[CH:3]=[C:2]([C:15]2[CH:16]=[CH:17][C:12]([CH:10]=[O:11])=[CH:13][CH:14]=2)[CH:7]=[CH:6][CH:5]=1. The yield is 0.600. (2) The reactants are [CH2:1](N1C(=O)[C:7]2=[CH:6][CH:5]=[CH:4][CH:3]=[C:2]2[C:1]1=O)[C:2]1[CH:7]=[CH:6][CH:5]=[CH:4][CH:3]=1.[CH3:19][C:20]1([CH3:31])[C:28]2[C:23](=[CH:24][CH:25]=[CH:26][CH:27]=2)[C:22]([CH3:30])([CH3:29])[NH:21]1.C(OCC)C.C1(C)C=CC=CC=1. The catalyst is CI.[Mg]. The product is [CH2:1]([N:21]1[C:20]([CH3:31])([CH3:19])[C:28]2[C:23](=[CH:24][CH:25]=[CH:26][CH:27]=2)[C:22]1([CH3:30])[CH3:29])[C:2]1[CH:7]=[CH:6][CH:5]=[CH:4][CH:3]=1. The yield is 0.370.